Dataset: hERG potassium channel inhibition data for cardiac toxicity prediction from Karim et al.. Task: Regression/Classification. Given a drug SMILES string, predict its toxicity properties. Task type varies by dataset: regression for continuous values (e.g., LD50, hERG inhibition percentage) or binary classification for toxic/non-toxic outcomes (e.g., AMES mutagenicity, cardiotoxicity, hepatotoxicity). Dataset: herg_karim. (1) The result is 1 (blocker). The drug is CN(C)CCC1=C(Cc2cnccn2)c2ccc(Cl)cc2C1. (2) The molecule is Cc1nc2ccccc2n1C1CC2CCC(C1)N2CCC1(c2cccc(F)c2)CCN(C(=O)c2ccc(NS(C)(=O)=O)cc2Cl)CC1. The result is 0 (non-blocker). (3) The compound is Cc1cn2ccn(CC3(c4ccccc4)CC3)c(=O)c2n1. The result is 0 (non-blocker). (4) The molecule is N#Cc1ccnc(N2CCC(C(=O)N3CCC(NC4CCC(O)(c5ccc(-c6ncccn6)cn5)CC4)C3)CC2)c1. The result is 0 (non-blocker).